From a dataset of Reaction yield outcomes from USPTO patents with 853,638 reactions. Predict the reaction yield, written as a fraction of the theoretical maximum amount of product (1.0 means a 100% yield; for example, 0.34 means a 34% yield). The reactants are [H-].[Na+].[Br-].[C:4]([CH2:9][P+](C1C=CC=CC=1)(C1C=CC=CC=1)C1C=CC=CC=1)([O:6][CH2:7][CH3:8])=[O:5].[Cl:29][C:30]1[CH:31]=[C:32]([CH:35]=[C:36]([Cl:38])[N:37]=1)[CH:33]=O.Cl. The catalyst is CS(C)=O. The product is [CH2:7]([O:6][C:4](=[O:5])/[CH:9]=[CH:33]/[C:32]1[CH:31]=[C:30]([Cl:29])[N:37]=[C:36]([Cl:38])[CH:35]=1)[CH3:8]. The yield is 0.660.